From a dataset of hERG potassium channel inhibition data for cardiac toxicity prediction from Karim et al.. Regression/Classification. Given a drug SMILES string, predict its toxicity properties. Task type varies by dataset: regression for continuous values (e.g., LD50, hERG inhibition percentage) or binary classification for toxic/non-toxic outcomes (e.g., AMES mutagenicity, cardiotoxicity, hepatotoxicity). Dataset: herg_karim. (1) The drug is O[C@@H](COc1ccc(C(F)(F)F)cc1)CN1CCN(Cc2ccc(Cl)c(Cl)c2)CC1. The result is 1 (blocker). (2) The drug is C[C@H]1COCCN1c1nc(N2CCOC[C@@H]2C)c2ccc(-c3ccc4nc[nH]c(=O)c4c3)nc2n1. The result is 0 (non-blocker). (3) The compound is O[C@H]1CC[C@H](Nc2ccc3ncc(-c4cccc(OC(F)(F)F)c4)n3n2)CC1. The result is 0 (non-blocker). (4) The molecule is Cc1ncoc1-c1nnc(SCCCN2CCC3CC3(c3ccc(C(F)(F)F)cc3)CC2)n1C. The result is 1 (blocker). (5) The compound is COc1cc(-c2cn(CC(=O)N(C3CCCCC3)C3CCCCC3)nn2)ccc1-n1cnc(C)c1. The result is 1 (blocker). (6) The drug is COc1c(N2CC[NH2+][C@H](C)C2)c(F)cc2c1[N+](C1CC1)=C[C@@H](C(=O)[O-])C2=O. The result is 0 (non-blocker). (7) The compound is C[C@@H]1c2ncn(-c3ccc(F)cc3)c2CCN1C(=O)c1cccc(C(F)(F)F)c1Cl. The result is 0 (non-blocker).